From a dataset of Full USPTO retrosynthesis dataset with 1.9M reactions from patents (1976-2016). Predict the reactants needed to synthesize the given product. (1) Given the product [F:1][C:2]1[CH:7]=[CH:6][CH:5]=[CH:4][C:3]=1[N:8]1[C:16]2[C:11](=[C:12]([N:17]3[CH2:21][CH2:20][N:19]([C:32]4[CH:37]=[CH:36][N:35]=[CH:34][CH:33]=4)[C:18]3=[O:22])[CH:13]=[CH:14][CH:15]=2)[CH:10]=[N:9]1, predict the reactants needed to synthesize it. The reactants are: [F:1][C:2]1[CH:7]=[CH:6][CH:5]=[CH:4][C:3]=1[N:8]1[C:16]2[C:11](=[C:12]([N:17]3[CH2:21][CH2:20][NH:19][C:18]3=[O:22])[CH:13]=[CH:14][CH:15]=2)[CH:10]=[N:9]1.[O-]P([O-])([O-])=O.[K+].[K+].[K+].I[C:32]1[CH:37]=[CH:36][N:35]=[CH:34][CH:33]=1.CN[C@@H]1CCCC[C@H]1NC. (2) Given the product [Cl:1][C:2]1[CH:3]=[N+:4]([O-:27])[CH:5]=[C:6]([Cl:26])[C:7]=1[CH2:8][C@@H:9]([C:11]1[CH:16]=[CH:15][C:14]([O:17][CH:18]([F:20])[F:19])=[C:13]([O:21][CH2:22][CH:23]2[CH2:25][CH2:24]2)[CH:12]=1)[O:10][C:29](=[O:30])[NH:28][C:31]1[CH:36]=[CH:35][C:34]([O:37][CH3:38])=[C:33]([O:39][CH3:40])[CH:32]=1, predict the reactants needed to synthesize it. The reactants are: [Cl:1][C:2]1[CH:3]=[N+:4]([O-:27])[CH:5]=[C:6]([Cl:26])[C:7]=1[CH2:8][C@@H:9]([C:11]1[CH:16]=[CH:15][C:14]([O:17][CH:18]([F:20])[F:19])=[C:13]([O:21][CH2:22][CH:23]2[CH2:25][CH2:24]2)[CH:12]=1)[OH:10].[N:28]([C:31]1[CH:36]=[CH:35][C:34]([O:37][CH3:38])=[C:33]([O:39][CH3:40])[CH:32]=1)=[C:29]=[O:30].